This data is from Retrosynthesis with 50K atom-mapped reactions and 10 reaction types from USPTO. The task is: Predict the reactants needed to synthesize the given product. Given the product C[C@H]1CC(CNc2cccc(-c3cc(N)ncc3Cl)n2)C[C@@H](C)O1, predict the reactants needed to synthesize it. The reactants are: C[C@H]1CC(CNc2cccc(-c3cc(F)ncc3Cl)n2)C[C@@H](C)O1.[NH4+].